This data is from Forward reaction prediction with 1.9M reactions from USPTO patents (1976-2016). The task is: Predict the product of the given reaction. The product is: [CH:24]1([N:7]([C@H:1]2[CH2:2][CH2:3][C@H:4]([CH3:44])[CH2:5][CH2:6]2)[C:8](=[O:23])[NH:9][C:10]2[S:11][C:12]([S:15]([N:18]3[CH2:35][CH2:30][CH2:31][C@@H:19]3[C:20]([OH:22])=[O:21])(=[O:16])=[O:17])=[CH:13][N:14]=2)[CH2:29][CH2:28][CH2:27][CH2:26][CH2:25]1. Given the reactants [CH:1]1([N:7]([CH:24]2[CH2:29][CH2:28][CH2:27][CH2:26][CH2:25]2)[C:8](=[O:23])[NH:9][C:10]2[S:11][C:12]([S:15]([NH:18][CH2:19][C:20]([OH:22])=[O:21])(=[O:17])=[O:16])=[CH:13][N:14]=2)[CH2:6][CH2:5][CH2:4][CH2:3][CH2:2]1.[CH:30]1(N[C@H]2CC[C@H](C)CC2)[CH2:35]CCC[CH2:31]1.[CH3:44]OC([C@H]1CCCN1S(C1SC(N)=NC=1)(=O)=O)=O, predict the reaction product.